This data is from Full USPTO retrosynthesis dataset with 1.9M reactions from patents (1976-2016). The task is: Predict the reactants needed to synthesize the given product. (1) Given the product [CH2:7]([N:14]1[CH:18]([CH3:19])[CH2:17][CH:16]([CH2:20][OH:21])[CH2:15]1)[C:8]1[CH:13]=[CH:12][CH:11]=[CH:10][CH:9]=1, predict the reactants needed to synthesize it. The reactants are: [H-].[Al+3].[Li+].[H-].[H-].[H-].[CH2:7]([N:14]1[CH:18]([CH3:19])[CH2:17][CH:16]([C:20](OC)=[O:21])[C:15]1=O)[C:8]1[CH:13]=[CH:12][CH:11]=[CH:10][CH:9]=1.[OH-].[Na+].S([O-])([O-])(=O)=O.[Mg+2]. (2) Given the product [Cl:20][C:21]1[CH:22]=[C:23]([CH:26]=[CH:27][CH:28]=1)[CH2:24][NH:25][C:2]1[N:7]=[CH:6][N:5]2[N:8]=[CH:9][C:10]([C:11]([NH:13][CH:14]3[CH2:19][CH2:18][CH2:17][CH2:16][CH2:15]3)=[O:12])=[C:4]2[CH:3]=1, predict the reactants needed to synthesize it. The reactants are: Cl[C:2]1[N:7]=[CH:6][N:5]2[N:8]=[CH:9][C:10]([C:11]([NH:13][CH:14]3[CH2:19][CH2:18][CH2:17][CH2:16][CH2:15]3)=[O:12])=[C:4]2[CH:3]=1.[Cl:20][C:21]1[CH:22]=[C:23]([CH:26]=[CH:27][CH:28]=1)[CH2:24][NH2:25].C(N(CC)C(C)C)(C)C.C(O)C.